Dataset: Full USPTO retrosynthesis dataset with 1.9M reactions from patents (1976-2016). Task: Predict the reactants needed to synthesize the given product. (1) Given the product [N:12]1[CH:13]=[CH:14][CH:15]=[C:10]([C:7]2[CH:8]=[CH:9][C:4]([NH2:1])=[CH:5][CH:6]=2)[CH:11]=1, predict the reactants needed to synthesize it. The reactants are: [N+:1]([C:4]1[CH:9]=[CH:8][C:7]([C:10]2[CH:11]=[N:12][CH:13]=[CH:14][CH:15]=2)=[CH:6][CH:5]=1)([O-])=O. (2) Given the product [CH3:17][O:15][C:14](=[O:16])[CH2:13][C:5]1[CH:6]=[CH:7][C:8]([N+:10]([O-:12])=[O:11])=[CH:9][C:4]=1[N+:1]([O-:3])=[O:2], predict the reactants needed to synthesize it. The reactants are: [N+:1]([C:4]1[CH:9]=[C:8]([N+:10]([O-:12])=[O:11])[CH:7]=[CH:6][C:5]=1[CH2:13][C:14]([OH:16])=[O:15])([O-:3])=[O:2].[CH3:17][Si](C=[N+]=[N-])(C)C. (3) Given the product [CH2:1]([NH:3][C:4]([NH:6][C:7]1[CH:8]=[CH:9][C:10]([C:13]2[N:14]=[C:15]([N:23]3[CH2:28][CH2:27][O:26][CH2:25][C@@H:24]3[CH2:29][CH3:30])[C:16]3[CH2:22][CH2:21][N:20]([CH:39]4[CH2:40][CH2:41][O:36][CH2:37][CH2:38]4)[CH2:19][C:17]=3[N:18]=2)=[CH:11][CH:12]=1)=[O:5])[CH3:2], predict the reactants needed to synthesize it. The reactants are: [CH2:1]([NH:3][C:4]([NH:6][C:7]1[CH:12]=[CH:11][C:10]([C:13]2[N:14]=[C:15]([N:23]3[CH2:28][CH2:27][O:26][CH2:25][C@@H:24]3[CH2:29][CH3:30])[C:16]3[CH2:22][CH2:21][NH:20][CH2:19][C:17]=3[N:18]=2)=[CH:9][CH:8]=1)=[O:5])[CH3:2].CN(C)C=O.[O:36]1[CH2:41][CH2:40][C:39](=O)[CH2:38][CH2:37]1.C(O[BH-](OC(=O)C)OC(=O)C)(=O)C.[Na+].